From a dataset of CYP3A4 inhibition data for predicting drug metabolism from PubChem BioAssay. Regression/Classification. Given a drug SMILES string, predict its absorption, distribution, metabolism, or excretion properties. Task type varies by dataset: regression for continuous measurements (e.g., permeability, clearance, half-life) or binary classification for categorical outcomes (e.g., BBB penetration, CYP inhibition). Dataset: cyp3a4_veith. (1) The result is 1 (inhibitor). The drug is CCOP(=O)(OCC)c1nc(/C=C/c2ccccc2)oc1NCc1ccccc1. (2) The drug is CSc1cc(C)nc(NC(C)=O)n1. The result is 0 (non-inhibitor). (3) The result is 0 (non-inhibitor). The compound is C[C@@]12CCC3=NCCN3C1=CC[C@H]1[C@@H]2CC[C@@]2(C)[C@H]1CC[C@]2(C)O. (4) The compound is COc1cc(CC(=O)OC2CCOC2=O)cc(OC)c1OC. The result is 0 (non-inhibitor). (5) The drug is Cc1cnc(C(=O)OCC(=O)Nc2ccc(Cl)cc2)cn1. The result is 0 (non-inhibitor). (6) The result is 0 (non-inhibitor). The molecule is CC(C)NC(=O)CC1Nc2c3ccccc3nc(=S)n2C1=O. (7) The result is 0 (non-inhibitor). The drug is OC[C@H]1NC[C@@H](O)[C@@H](O)[C@H]1O. (8) The drug is Cc1ccccc1C(=O)N/N=C/c1ccncc1. The result is 1 (inhibitor). (9) The compound is Cc1onc(-c2ccccc2)c1C(=O)NCCc1c[nH]c2ccccc12. The result is 1 (inhibitor). (10) The compound is CCCC(=O)Nc1sc(C)c(-c2ccc(C(C)CC)cc2)c1C#N. The result is 0 (non-inhibitor).